This data is from Forward reaction prediction with 1.9M reactions from USPTO patents (1976-2016). The task is: Predict the product of the given reaction. The product is: [CH:1]1([NH:6][CH2:7][CH2:8][Cl:12])[CH2:5][CH2:4][CH2:3][CH2:2]1. Given the reactants [CH:1]1([NH:6][CH2:7][CH2:8]O)[CH2:5][CH2:4][CH2:3][CH2:2]1.O=S(Cl)[Cl:12], predict the reaction product.